Dataset: Forward reaction prediction with 1.9M reactions from USPTO patents (1976-2016). Task: Predict the product of the given reaction. (1) Given the reactants [N:1]1[C:10]2[C:5](=[CH:6][CH:7]=[CH:8][CH:9]=2)[C:4]([O:11][C@H:12]2[CH2:17][CH2:16][C@H:15]([CH:18]([CH2:22][CH3:23])C(O)=O)[CH2:14][CH2:13]2)=[CH:3][CH:2]=1.P([N:40]=[N+]=[N-])(=O)(OC1C=CC=CC=1)OC1C=CC=CC=1.[Li+].[OH-].Cl, predict the reaction product. The product is: [N:1]1[C:10]2[C:5](=[CH:6][CH:7]=[CH:8][CH:9]=2)[C:4]([O:11][C@H:12]2[CH2:17][CH2:16][C@H:15]([CH:18]([NH2:40])[CH2:22][CH3:23])[CH2:14][CH2:13]2)=[CH:3][CH:2]=1. (2) Given the reactants [CH2:1]([O:8][CH2:9][C:10]1([C:22](O)=[O:23])[CH2:14][CH2:13][CH2:12][N:11]1[C:15]([O:17][C:18]([CH3:21])([CH3:20])[CH3:19])=[O:16])[C:2]1[CH:7]=[CH:6][CH:5]=[CH:4][CH:3]=1.CN1CCOCC1.[NH2:32][CH2:33][C:34]([N:36]1[CH2:40][CH2:39][CH2:38][CH2:37]1)=[O:35], predict the reaction product. The product is: [CH2:1]([O:8][CH2:9][C:10]1([C:22](=[O:23])[NH:32][CH2:33][C:34](=[O:35])[N:36]2[CH2:40][CH2:39][CH2:38][CH2:37]2)[CH2:14][CH2:13][CH2:12][N:11]1[C:15]([O:17][C:18]([CH3:21])([CH3:20])[CH3:19])=[O:16])[C:2]1[CH:7]=[CH:6][CH:5]=[CH:4][CH:3]=1. (3) Given the reactants [CH3:1][O:2][CH2:3][CH2:4][O:5][C:6]1[CH:7]=[C:8]([CH2:12]O)[CH:9]=[CH:10][CH:11]=1.P(Br)(Br)[Br:15], predict the reaction product. The product is: [Br:15][CH2:12][C:8]1[CH:9]=[CH:10][CH:11]=[C:6]([O:5][CH2:4][CH2:3][O:2][CH3:1])[CH:7]=1. (4) Given the reactants [CH2:1]([O:3][C:4](=[O:15])[CH2:5][C:6](=[O:14])[CH:7]([O:11][CH2:12][CH3:13])[O:8][CH2:9][CH3:10])[CH3:2].CO[CH:18](OC)[N:19]([CH3:21])[CH3:20], predict the reaction product. The product is: [CH2:1]([O:3][C:4](=[O:15])/[C:5](=[CH:18]\[N:19]([CH3:21])[CH3:20])/[C:6](=[O:14])[CH:7]([O:8][CH2:9][CH3:10])[O:11][CH2:12][CH3:13])[CH3:2]. (5) Given the reactants [Cl:1][C:2]1[CH:3]=[C:4]([CH:30]=[CH:31][C:32]=1[O:33][CH:34]([CH3:36])[CH3:35])[C:5]([NH:7][C@H:8]([CH2:27][CH2:28][OH:29])[CH2:9][C:10]1[CH:15]=[CH:14][C:13]([C:16]2[N:17]=[C:18]([C:22](=[N:24][O:25]C)[CH3:23])[N:19]([CH3:21])[CH:20]=2)=[CH:12][CH:11]=1)=[O:6].CN(C(ON1N=NC2C=CC=CC1=2)=[N+](C)C)C.F[P-](F)(F)(F)(F)F.C1C=CC2N(O)N=NC=2C=1.Cl.CNOC, predict the reaction product. The product is: [Cl:1][C:2]1[CH:3]=[C:4]([CH:30]=[CH:31][C:32]=1[O:33][CH:34]([CH3:36])[CH3:35])[C:5]([NH:7][C@H:8]([CH2:27][CH2:28][OH:29])[CH2:9][C:10]1[CH:11]=[CH:12][C:13]([C:16]2[N:17]=[C:18]([C:22](=[N:24][OH:25])[CH3:23])[N:19]([CH3:21])[CH:20]=2)=[CH:14][CH:15]=1)=[O:6]. (6) The product is: [Cl:21][C:22]1[CH:23]=[C:24]([NH:25][C:2]2[C:3]3[N:10]([CH2:11][CH2:12][NH:13][C:14](=[O:20])[O:15][C:16]([CH3:19])([CH3:18])[CH3:17])[CH:9]=[CH:8][C:4]=3[N:5]=[CH:6][N:7]=2)[CH:26]=[CH:27][C:28]=1[O:29][C:30]1[CH:35]=[CH:34][CH:33]=[C:32]([C:36]([F:38])([F:39])[F:37])[CH:31]=1. Given the reactants Cl[C:2]1[C:3]2[N:10]([CH2:11][CH2:12][NH:13][C:14](=[O:20])[O:15][C:16]([CH3:19])([CH3:18])[CH3:17])[CH:9]=[CH:8][C:4]=2[N:5]=[CH:6][N:7]=1.[Cl:21][C:22]1[CH:23]=[C:24]([CH:26]=[CH:27][C:28]=1[O:29][C:30]1[CH:35]=[CH:34][CH:33]=[C:32]([C:36]([F:39])([F:38])[F:37])[CH:31]=1)[NH2:25].C(=O)([O-])O.[Na+], predict the reaction product. (7) Given the reactants [C:1]([C:3]1[CH:4]=[CH:5][C:6]([NH:13][CH:14]2[CH2:17][CH2:16][CH2:15]2)=[C:7]([CH:12]=1)[C:8]([O:10]C)=[O:9])#[N:2], predict the reaction product. The product is: [C:1]([C:3]1[CH:4]=[CH:5][C:6]([NH:13][CH:14]2[CH2:17][CH2:16][CH2:15]2)=[C:7]([CH:12]=1)[C:8]([OH:10])=[O:9])#[N:2]. (8) Given the reactants [C:1]([NH:24][CH2:25][CH2:26][NH:27][C:28](=[O:36])[C:29]1[CH:34]=[CH:33][CH:32]=[CH:31][C:30]=1[OH:35])(=[O:23])[CH2:2][CH2:3]/[CH:4]=[CH:5]\[CH2:6]/[CH:7]=[CH:8]\[CH2:9]/[CH:10]=[CH:11]\[CH2:12]/[CH:13]=[CH:14]\[CH2:15]/[CH:16]=[CH:17]\[CH2:18]/[CH:19]=[CH:20]\[CH2:21][CH3:22].[F:37][C:38]1[CH:43]=[C:42]([F:44])[CH:41]=[CH:40][C:39]=1C1C=CC(O)=C(C(O)=O)C=1, predict the reaction product. The product is: [C:1]([NH:24][CH2:25][CH2:26][NH:27][C:28]([C:29]1[CH:34]=[C:33]([C:41]2[CH:40]=[CH:39][C:38]([F:37])=[CH:43][C:42]=2[F:44])[CH:32]=[CH:31][C:30]=1[OH:35])=[O:36])(=[O:23])[CH2:2][CH2:3]/[CH:4]=[CH:5]\[CH2:6]/[CH:7]=[CH:8]\[CH2:9]/[CH:10]=[CH:11]\[CH2:12]/[CH:13]=[CH:14]\[CH2:15]/[CH:16]=[CH:17]\[CH2:18]/[CH:19]=[CH:20]\[CH2:21][CH3:22]. (9) Given the reactants CCCC[N+](CCCC)(CCCC)CCCC.[F-].[Si]([O:36][C@@H:37]1[CH2:42][C@H:41]([CH2:43][OH:44])[C@:40]([C@@H:46]2[C@@H:54]([CH2:55][OH:56])[C@H:53]3[C@@:49]([CH3:62])([C:50]([C:57]4[O:58][CH:59]=[CH:60][CH:61]=4)=[CH:51][CH2:52]3)[CH2:48][CH2:47]2)([CH3:45])[CH2:39][CH2:38]1)(C(C)(C)C)(C1C=CC=CC=1)C1C=CC=CC=1, predict the reaction product. The product is: [O:58]1[CH:59]=[CH:60][CH:61]=[C:57]1[C:50]1[C@:49]2([CH3:62])[C@H:53]([C@H:54]([CH2:55][OH:56])[C@@H:46]([C@@:40]3([CH3:45])[CH2:39][CH2:38][C@H:37]([OH:36])[CH2:42][C@@H:41]3[CH2:43][OH:44])[CH2:47][CH2:48]2)[CH2:52][CH:51]=1.